Dataset: NCI-60 drug combinations with 297,098 pairs across 59 cell lines. Task: Regression. Given two drug SMILES strings and cell line genomic features, predict the synergy score measuring deviation from expected non-interaction effect. (1) Drug 1: C(=O)(N)NO. Drug 2: C#CCC(CC1=CN=C2C(=N1)C(=NC(=N2)N)N)C3=CC=C(C=C3)C(=O)NC(CCC(=O)O)C(=O)O. Cell line: OVCAR-8. Synergy scores: CSS=-1.53, Synergy_ZIP=-0.769, Synergy_Bliss=-3.25, Synergy_Loewe=-3.06, Synergy_HSA=-3.74. (2) Drug 1: CC(C1=C(C=CC(=C1Cl)F)Cl)OC2=C(N=CC(=C2)C3=CN(N=C3)C4CCNCC4)N. Drug 2: C1C(C(OC1N2C=NC3=C2NC=NCC3O)CO)O. Cell line: CAKI-1. Synergy scores: CSS=15.2, Synergy_ZIP=-7.75, Synergy_Bliss=-2.92, Synergy_Loewe=0.109, Synergy_HSA=0.163. (3) Drug 1: C1=NC2=C(N=C(N=C2N1C3C(C(C(O3)CO)O)F)Cl)N. Drug 2: C1CN(P(=O)(OC1)NCCCl)CCCl. Cell line: SK-MEL-28. Synergy scores: CSS=6.41, Synergy_ZIP=-0.382, Synergy_Bliss=4.22, Synergy_Loewe=-2.65, Synergy_HSA=2.04. (4) Synergy scores: CSS=30.0, Synergy_ZIP=-8.84, Synergy_Bliss=-3.68, Synergy_Loewe=-13.3, Synergy_HSA=-1.05. Drug 2: CS(=O)(=O)OCCCCOS(=O)(=O)C. Cell line: UACC62. Drug 1: C1CN(CCN1C(=O)CCBr)C(=O)CCBr. (5) Drug 1: CC1=C2C(C(=O)C3(C(CC4C(C3C(C(C2(C)C)(CC1OC(=O)C(C(C5=CC=CC=C5)NC(=O)OC(C)(C)C)O)O)OC(=O)C6=CC=CC=C6)(CO4)OC(=O)C)OC)C)OC. Drug 2: B(C(CC(C)C)NC(=O)C(CC1=CC=CC=C1)NC(=O)C2=NC=CN=C2)(O)O. Cell line: OVCAR-8. Synergy scores: CSS=50.8, Synergy_ZIP=2.69, Synergy_Bliss=-0.603, Synergy_Loewe=-11.2, Synergy_HSA=-0.449. (6) Drug 2: C1=C(C(=O)NC(=O)N1)F. Drug 1: COC1=CC(=CC(=C1O)OC)C2C3C(COC3=O)C(C4=CC5=C(C=C24)OCO5)OC6C(C(C7C(O6)COC(O7)C8=CC=CS8)O)O. Synergy scores: CSS=41.8, Synergy_ZIP=-2.16, Synergy_Bliss=-3.86, Synergy_Loewe=0.113, Synergy_HSA=1.99. Cell line: PC-3. (7) Drug 1: CC12CCC(CC1=CCC3C2CCC4(C3CC=C4C5=CN=CC=C5)C)O. Drug 2: CCC(=C(C1=CC=CC=C1)C2=CC=C(C=C2)OCCN(C)C)C3=CC=CC=C3.C(C(=O)O)C(CC(=O)O)(C(=O)O)O. Cell line: SN12C. Synergy scores: CSS=2.48, Synergy_ZIP=-0.327, Synergy_Bliss=1.28, Synergy_Loewe=1.82, Synergy_HSA=1.88.